From a dataset of Forward reaction prediction with 1.9M reactions from USPTO patents (1976-2016). Predict the product of the given reaction. (1) The product is: [Cl:41][C:26]1[CH:27]=[C:22]([CH:23]=[CH:24][C:25]=1[Cl:42])[CH2:21][O:20][C:17]1[CH:16]=[CH:15][C:14]([C@H:11]2[CH2:12][O:13][C:8]3=[CH:7][C:6]4[CH2:5][C@@H:4]([C:3]([NH:62][C@@H:46]([CH2:47][C:48]5[CH:53]=[CH:52][C:51]([C:54]6[CH:59]=[CH:58][N:57]=[C:56]([CH3:60])[C:55]=6[CH3:61])=[CH:50][CH:49]=5)[C:45]([OH:44])=[O:63])=[O:2])[N:32]([CH2:70][C:65]5[CH:66]=[CH:67][CH:68]=[CH:69][N:64]=5)[CH2:33][C:31]=4[CH:30]=[C:9]3[O:10]2)=[CH:19][CH:18]=1. Given the reactants C[O:2][C:3](=O)[C@@H:4]([NH:32][C:33](OC(C)(C)C)=O)[CH2:5][C:6]1[CH:31]=[CH:30][C:9]2[O:10][C@@H:11]([C:14]3[CH:19]=[CH:18][C:17]([O:20][CH2:21][C:22]4[CH:27]=[CH:26][C:25](Cl)=[C:24](Cl)[CH:23]=4)=[CH:16][CH:15]=3)[CH2:12][O:13][C:8]=2[CH:7]=1.[ClH:41].[ClH:42].C[O:44][C:45](=[O:63])[C@@H:46]([NH2:62])[CH2:47][C:48]1[CH:53]=[CH:52][C:51]([C:54]2[CH:59]=[CH:58][N:57]=[C:56]([CH3:60])[C:55]=2[CH3:61])=[CH:50][CH:49]=1.[N:64]1[CH:69]=[CH:68][CH:67]=[CH:66][C:65]=1[CH:70]=O, predict the reaction product. (2) Given the reactants Br[C:2]1[C:3]2[CH:14]=[C:13]([C:15]([O:17][CH2:18][CH3:19])=[O:16])[S:12][C:4]=2[N:5]([CH:7]([O:9][CH2:10][CH3:11])[CH3:8])[N:6]=1.[CH3:20][N:21]1[CH2:26][CH2:25][N:24]([C:27]2[CH:35]=[CH:34][C:30]([C:31]([NH2:33])=[O:32])=[CH:29][CH:28]=2)[CH2:23][CH2:22]1.P([O-])([O-])([O-])=O.[K+].[K+].[K+].CNCCNC, predict the reaction product. The product is: [CH2:10]([O:9][CH:7]([N:5]1[C:4]2[S:12][C:13]([C:15]([O:17][CH2:18][CH3:19])=[O:16])=[CH:14][C:3]=2[C:2]([NH:33][C:31](=[O:32])[C:30]2[CH:29]=[CH:28][C:27]([N:24]3[CH2:23][CH2:22][N:21]([CH3:20])[CH2:26][CH2:25]3)=[CH:35][CH:34]=2)=[N:6]1)[CH3:8])[CH3:11]. (3) Given the reactants [CH2:1]([C:3]1[CH:4]=[C:5]([CH:33]2[CH2:38][CH2:37][N:36]([C:39]([O:41][C:42]([CH3:45])([CH3:44])[CH3:43])=[O:40])[CH2:35][CH2:34]2)[CH:6]=[CH:7][C:8]=1[NH:9][C:10]1[N:15]=[C:14]([CH2:16][CH2:17][C:18]2[CH:23]=[CH:22][CH:21]=[CH:20][C:19]=2[CH2:24][C:25](OC)=[O:26])[C:13]([C:29]([F:32])([F:31])[F:30])=[CH:12][N:11]=1)[CH3:2].O.[OH-].[Li+].C1C=CC2N(O)N=[N:55]C=2C=1.CCN=C=NCCCN(C)C.Cl.CCN(C(C)C)C(C)C.C(=O)([O-])[O-].[NH4+].[NH4+], predict the reaction product. The product is: [NH2:55][C:25](=[O:26])[CH2:24][C:19]1[CH:20]=[CH:21][CH:22]=[CH:23][C:18]=1[CH2:17][CH2:16][C:14]1[C:13]([C:29]([F:30])([F:31])[F:32])=[CH:12][N:11]=[C:10]([NH:9][C:8]2[CH:7]=[CH:6][C:5]([CH:33]3[CH2:38][CH2:37][N:36]([C:39]([O:41][C:42]([CH3:44])([CH3:45])[CH3:43])=[O:40])[CH2:35][CH2:34]3)=[CH:4][C:3]=2[CH2:1][CH3:2])[N:15]=1. (4) Given the reactants [CH3:1][NH:2][C:3]([C:5]1[N:6](C)[C:7]2[C:12]([CH:13]=1)=[CH:11][C:10]([F:14])=[CH:9][CH:8]=2)=O.CNC(C1N(C)C2C(C=1)=CC=CC=2)=O, predict the reaction product. The product is: [F:14][C:10]1[CH:11]=[C:12]2[C:7](=[CH:8][CH:9]=1)[NH:6][C:5]([CH2:3][NH:2][CH3:1])=[CH:13]2. (5) Given the reactants [Cl:1][C:2]1[CH:7]=[CH:6][C:5]([C@:8]2([O:17][C@H:16]([CH2:18][OH:19])[C@@H:14]([OH:15])[C@H:12]([OH:13])[C@H:10]2[OH:11])[OH:9])=[CH:4][C:3]=1[CH2:20][C:21]1[CH:26]=[CH:25][C:24]([OH:27])=[CH:23][CH:22]=1.[CH:28]12[O:33][CH:29]1[CH2:30][CH2:31][CH2:32]2.C(=O)([O-])[O-].[K+].[K+].O, predict the reaction product. The product is: [Cl:1][C:2]1[CH:7]=[CH:6][C:5]([C@:8]2([O:17][C@H:16]([CH2:18][OH:19])[C@@H:14]([OH:15])[C@H:12]([OH:13])[C@H:10]2[OH:11])[OH:9])=[CH:4][C:3]=1[CH2:20][C:21]1[CH:22]=[CH:23][C:24]([O:27][C@@H:28]2[CH2:32][CH2:31][CH2:30][C@H:29]2[OH:33])=[CH:25][CH:26]=1. (6) Given the reactants O=[C:2]1[CH2:7][CH2:6][N:5]([C:8]([O:10][C:11]([CH3:14])([CH3:13])[CH3:12])=[O:9])[CH2:4][CH2:3]1.[NH3:15].[C-]#N.[Na+].[NH4+:19].[Cl-].[CH3:21]O, predict the reaction product. The product is: [C:11]([O:10][C:8]([N:5]1[CH2:6][CH2:7][C:2]([NH2:19])([C:21]#[N:15])[CH2:3][CH2:4]1)=[O:9])([CH3:14])([CH3:13])[CH3:12]. (7) The product is: [Cl:1][C:2]1[CH:3]=[C:4]([O:15][CH3:16])[C:5]([S:12][CH2:13][CH3:14])=[C:6]([CH2:8][NH2:9])[CH:7]=1. Given the reactants [Cl:1][C:2]1[CH:3]=[C:4]([O:15][CH3:16])[C:5]([S:12][CH2:13][CH3:14])=[C:6](/[CH:8]=[N:9]/OC)[CH:7]=1.BrC1C=CC(SCC)=C(C=1)CN, predict the reaction product. (8) Given the reactants [C:1]([C:4]1[S:8][C:7]([NH2:9])=[N:6][C:5]=1[CH3:10])(=[O:3])[CH3:2].[Cl:11][C:12]1[CH:17]=[C:16]([Cl:18])[C:15]([Cl:19])=[CH:14][C:13]=1[S:20](Cl)(=[O:22])=[O:21], predict the reaction product. The product is: [C:1]([C:4]1[S:8][C:7]([NH:9][S:20]([C:13]2[CH:14]=[C:15]([Cl:19])[C:16]([Cl:18])=[CH:17][C:12]=2[Cl:11])(=[O:22])=[O:21])=[N:6][C:5]=1[CH3:10])(=[O:3])[CH3:2].